Dataset: Forward reaction prediction with 1.9M reactions from USPTO patents (1976-2016). Task: Predict the product of the given reaction. (1) Given the reactants [N:1]([CH2:4][C:5]1[C:13]2[CH2:12][CH2:11][CH2:10][CH2:9][C:8]=2[NH:7][N:6]=1)=[N+]=[N-].C1(P(C2C=CC=CC=2)C2C=CC=CC=2)C=CC=CC=1.O.C(O)C.[C:37]([OH:42])(=[O:41])[C:38]([OH:40])=[O:39], predict the reaction product. The product is: [C:37]([OH:42])(=[O:41])[C:38]([OH:40])=[O:39].[NH:7]1[C:8]2[CH2:9][CH2:10][CH2:11][CH2:12][C:13]=2[C:5]([CH2:4][NH2:1])=[N:6]1. (2) Given the reactants [CH:1]1([N:5]2[CH2:10][CH2:9][N:8](C(OC(C)(C)C)=O)[CH2:7][CH2:6]2)[CH2:4][CH2:3][CH2:2]1.[ClH:18], predict the reaction product. The product is: [ClH:18].[CH:1]1([N:5]2[CH2:10][CH2:9][NH:8][CH2:7][CH2:6]2)[CH2:4][CH2:3][CH2:2]1. (3) Given the reactants [F:1][C:2]1[CH:7]=[C:6]([S:8]([CH3:11])(=[O:10])=[O:9])[CH:5]=[CH:4][C:3]=1[N:12]1[CH2:17][CH2:16][C:15](=O)[CH2:14][CH2:13]1.[OH2:19].O.O.C([O-])(=O)C.[Na+].Cl.[NH2:28]O, predict the reaction product. The product is: [F:1][C:2]1[CH:7]=[C:6]([S:8]([CH3:11])(=[O:10])=[O:9])[CH:5]=[CH:4][C:3]=1[N:12]1[CH2:17][CH2:16][C:15](=[N:28][OH:19])[CH2:14][CH2:13]1. (4) The product is: [Cl:1][C:2]1[CH:7]=[CH:6][C:5]([NH:8][C:9]([NH:15][C:16]2[CH:33]=[CH:32][C:19]([O:20][C:21]3[CH:26]=[CH:25][N:24]=[C:23]([NH:27][CH2:28][CH2:29][CH2:30][OH:31])[N:22]=3)=[C:18]([Cl:34])[CH:17]=2)=[O:10])=[CH:4][C:3]=1[C:11]([F:12])([F:13])[F:14]. Given the reactants [Cl:1][C:2]1[CH:7]=[CH:6][C:5]([N:8]=[C:9]=[O:10])=[CH:4][C:3]=1[C:11]([F:14])([F:13])[F:12].[NH2:15][C:16]1[CH:33]=[CH:32][C:19]([O:20][C:21]2[CH:26]=[CH:25][N:24]=[C:23]([NH:27][CH2:28][CH2:29][CH2:30][OH:31])[N:22]=2)=[C:18]([Cl:34])[CH:17]=1, predict the reaction product. (5) Given the reactants Cl[C:2]1[C:7]2[CH2:8][N:9]([CH:12]([C:14]3[CH:15]=[N:16][C:17]([O:21][CH2:22][C:23]([F:26])([F:25])[F:24])=[C:18]([CH3:20])[CH:19]=3)[CH3:13])[C:10](=[O:11])[C:6]=2[CH:5]=[CH:4][N:3]=1.[CH:27]([O:29][C:30]1[CH:35]=[CH:34][CH:33]=[CH:32][CH:31]=1)=[O:28].C1(P(C2C=CC=CC=2)C2C3OC4C(=CC=CC=4P(C4C=CC=CC=4)C4C=CC=CC=4)C(C)(C)C=3C=CC=2)C=CC=CC=1, predict the reaction product. The product is: [CH3:20][C:18]1[CH:19]=[C:14]([CH:12]([N:9]2[C:10](=[O:11])[C:6]3[CH:5]=[CH:4][N:3]=[C:2]([C:27]([O:29][C:30]4[CH:35]=[CH:34][CH:33]=[CH:32][CH:31]=4)=[O:28])[C:7]=3[CH2:8]2)[CH3:13])[CH:15]=[N:16][C:17]=1[O:21][CH2:22][C:23]([F:26])([F:25])[F:24].